This data is from Peptide-MHC class II binding affinity with 134,281 pairs from IEDB. The task is: Regression. Given a peptide amino acid sequence and an MHC pseudo amino acid sequence, predict their binding affinity value. This is MHC class II binding data. (1) The peptide sequence is EKKCFAATQFEPLAA. The MHC is DRB1_0701 with pseudo-sequence DRB1_0701. The binding affinity (normalized) is 0.560. (2) The peptide sequence is ALSYYPTPLAKEDFL. The MHC is DRB1_1101 with pseudo-sequence DRB1_1101. The binding affinity (normalized) is 0.397. (3) The peptide sequence is LARALVRAVAESHGV. The MHC is HLA-DPA10301-DPB10402 with pseudo-sequence HLA-DPA10301-DPB10402. The binding affinity (normalized) is 0.174. (4) The peptide sequence is LYYLFNQHIKKELYH. The MHC is DRB1_1302 with pseudo-sequence DRB1_1302. The binding affinity (normalized) is 0.465. (5) The peptide sequence is KIIGGIGGFIKVRQYDQIPI. The MHC is DRB1_1101 with pseudo-sequence DRB1_1101. The binding affinity (normalized) is 0.482. (6) The peptide sequence is EEIRRIWRQANNGDD. The MHC is DRB1_0901 with pseudo-sequence DRB1_0901. The binding affinity (normalized) is 0.161. (7) The peptide sequence is KIYLYENMNINNLTATLGAD. The MHC is DRB1_1301 with pseudo-sequence DRB1_1301. The binding affinity (normalized) is 0.738. (8) The peptide sequence is AFILDGDNLLPKV. The MHC is DRB3_0101 with pseudo-sequence DRB3_0101. The binding affinity (normalized) is 0.737. (9) The binding affinity (normalized) is 0.468. The peptide sequence is MMFLSLGVGADQGCAR. The MHC is DRB1_1301 with pseudo-sequence DRB1_1301. (10) The peptide sequence is YPIRMQGGCGSCWAF. The MHC is HLA-DQA10102-DQB10602 with pseudo-sequence HLA-DQA10102-DQB10602. The binding affinity (normalized) is 0.432.